From a dataset of NCI-60 drug combinations with 297,098 pairs across 59 cell lines. Regression. Given two drug SMILES strings and cell line genomic features, predict the synergy score measuring deviation from expected non-interaction effect. Drug 1: CNC(=O)C1=NC=CC(=C1)OC2=CC=C(C=C2)NC(=O)NC3=CC(=C(C=C3)Cl)C(F)(F)F. Drug 2: C1=NC2=C(N1)C(=S)N=CN2. Cell line: K-562. Synergy scores: CSS=37.7, Synergy_ZIP=1.98, Synergy_Bliss=1.87, Synergy_Loewe=-42.1, Synergy_HSA=0.609.